Dataset: Reaction yield outcomes from USPTO patents with 853,638 reactions. Task: Predict the reaction yield, written as a fraction of the theoretical maximum amount of product (1.0 means a 100% yield; for example, 0.34 means a 34% yield). (1) The reactants are C([Si](C)(C)[O:6][CH2:7][CH:8]1[CH2:13][C:12]([CH3:27])([S:14]([C:17]2[CH:22]=[CH:21][CH:20]=[C:19]([C:23]([F:26])([F:25])[F:24])[CH:18]=2)(=[O:16])=[O:15])[CH2:11][CH2:10][O:9]1)(C)(C)C.C1COCC1. No catalyst specified. The product is [CH3:27][C:12]1([S:14]([C:17]2[CH:22]=[CH:21][CH:20]=[C:19]([C:23]([F:25])([F:24])[F:26])[CH:18]=2)(=[O:15])=[O:16])[CH2:11][CH2:10][O:9][CH:8]([CH2:7][OH:6])[CH2:13]1. The yield is 0.940. (2) The yield is 0.290. The product is [NH2:1][C:4]1[CH:5]=[CH:6][C:7]([N:10]2[CH2:11][CH2:12][CH:13]([C:16]#[N:17])[CH2:14][CH2:15]2)=[N:8][CH:9]=1. The reactants are [N+:1]([C:4]1[CH:5]=[CH:6][C:7]([N:10]2[CH2:15][CH2:14][CH:13]([C:16]#[N:17])[CH2:12][CH2:11]2)=[N:8][CH:9]=1)([O-])=O. The catalyst is [Pd].C(Cl)Cl.CO. (3) The reactants are [Cl:1][C:2]1[CH:7]=[CH:6][CH:5]=[CH:4][C:3]=1[S:8]([N:11]1[C:19]2[C:14](=[CH:15][CH:16]=[CH:17][CH:18]=2)[C:13]([C:20]2[N:24]([CH2:25][CH:26]3[CH2:31][CH2:30][CH2:29][CH2:28][CH2:27]3)[C:23]([CH3:32])=[C:22]([S:33]([NH:36]C(=O)OCCCC)(=[O:35])=[O:34])[CH:21]=2)=[CH:12]1)(=[O:10])=[O:9]. The catalyst is CO.Cl. The product is [Cl:1][C:2]1[CH:7]=[CH:6][CH:5]=[CH:4][C:3]=1[S:8]([N:11]1[C:19]2[C:14](=[CH:15][CH:16]=[CH:17][CH:18]=2)[C:13]([C:20]2[N:24]([CH2:25][CH:26]3[CH2:31][CH2:30][CH2:29][CH2:28][CH2:27]3)[C:23]([CH3:32])=[C:22]([S:33]([NH2:36])(=[O:34])=[O:35])[CH:21]=2)=[CH:12]1)(=[O:9])=[O:10]. The yield is 0.350. (4) The reactants are [F:1][C:2]1[CH:3]=[C:4]([C:10]2[CH:15]=[CH:14][C:13]([O:16][CH2:17][C:18]3[CH:19]=[C:20]([CH:35]=[CH:36][CH:37]=3)[C:21]([N:23]3[CH2:34][CH2:33][CH2:32][C@H:24]3[C:25]([O:27][C:28]([CH3:31])([CH3:30])[CH3:29])=[O:26])=[O:22])=[CH:12][CH:11]=2)[CH:5]=[C:6]([OH:9])[C:7]=1[F:8].C(=O)([O-])[O-].[K+].[K+].Br[CH2:45][C:46](=[O:48])[CH3:47]. The catalyst is CN(C=O)C. The product is [F:1][C:2]1[CH:3]=[C:4]([C:10]2[CH:15]=[CH:14][C:13]([O:16][CH2:17][C:18]3[CH:19]=[C:20]([CH:35]=[CH:36][CH:37]=3)[C:21]([N:23]3[CH2:34][CH2:33][CH2:32][C@H:24]3[C:25]([O:27][C:28]([CH3:31])([CH3:30])[CH3:29])=[O:26])=[O:22])=[CH:12][CH:11]=2)[CH:5]=[C:6]([O:9][CH2:45][C:46](=[O:48])[CH3:47])[C:7]=1[F:8]. The yield is 0.900.